Dataset: Experimentally validated miRNA-target interactions with 360,000+ pairs, plus equal number of negative samples. Task: Binary Classification. Given a miRNA mature sequence and a target amino acid sequence, predict their likelihood of interaction. (1) The miRNA is hsa-miR-5009-5p with sequence UUGGACUUUUUCAGAUUUGGGGAU. The protein sequence of the target gene is MSKGPAVGIDLGTTYSCVGVFQHGKVEIIANDQGNRTTPSYVAFTDTERLIGDAAKNQVAMNPTNTVFDAKRLIGRRFDDAVVQSDMKHWPFMVVNDAGRPKVQVEYKGETKSFYPEEVSSMVLTKMKEIAEAYLGKTVTNAVVTVPAYFNDSQRQATKDAGTIAGLNVLRIINEPTAAAIAYGLDKKVGAERNVLIFDLGGGTFDVSILTIEDGIFEVKSTAGDTHLGGEDFDNRMVNHFIAEFKRKHKKDISENKRAVRRLRTACERAKRTLSSSTQASIEIDSLYEGIDFYTSITRA.... Result: 0 (no interaction). (2) The miRNA is mmu-miR-490-3p with sequence CAACCUGGAGGACUCCAUGCUG. The protein sequence of the target gene is MVLGLASFPESLSSQSETATQPRRPSVKWDLGSDYRKGTEETTASGSNFRRERLDSQPDLGLHVQPQIYFLRPRSPLPKLLFSLMNTNDANVKKLLPKSHLSRVIIRDNLNAQRICEMEMKASDKTKRKMSYLYDHLKKKFMMDQLRKMIRWRRDSQSTQDYLDKERV. Result: 0 (no interaction). (3) The miRNA is hsa-miR-4446-5p with sequence AUUUCCCUGCCAUUCCCUUGGC. The protein sequence of the target gene is MEPGTNSFRVEFPDFSSTILQKLNQQRQQGQLCDVSIVVQGHIFRAHKAVLAASSPYFCDQVLLKNSRRIVLPDVMNPRVFENILLSSYTGRLVMPAPEIVSYLTAASFLQMWHVVDKCTEVLEGNPTVLCQKLNHGSDHQSPSSSSYNGLVESFELGSGGHTDFPKAQELRDGENEEESTKDELSSQLTEHEYLPSNSSTEHDRLSTEMASQDGEEGASDSAEFHYTRPMYSKPSIMAHKRWIHVKPERLEQACEGMDVHATYDEHQVTESINTVQTEHTVQPSGVEEDFHIGEKKVEA.... Result: 1 (interaction). (4) The miRNA is ath-miR774a with sequence UUGGUUACCCAUAUGGCCAUC. The protein sequence of the target gene is MVMKTGQYVLYEQKLKSLLNENAKLVINTKHREFSNWKDPSCSS. Result: 0 (no interaction). (5) Result: 1 (interaction). The miRNA is mmu-miR-1195 with sequence UGAGUUCGAGGCCAGCCUGCUCA. The protein sequence of the target gene is MFSDNSHCPDCGQQWFPSLELGHWLYQTELVENECYQVFLDRINRADYCPECYPDNPANRSLVLPWSFPLEWAPQNLTRWTFEKACHPFLLGPPLVRKKIHDSRVAGFNPALQLILSRTDKTLNKKLGQSK. (6) The miRNA is mmu-miR-741-3p with sequence UGAGAGAUGCCAUUCUAUGUAGA. The protein sequence of the target gene is MTRWARVTTSNSKRPLSATSWEDMKKGSVERADQSLPNRKQCQSSRLPLRNDSPQAKRKKNKKKKEYLNEDVNGFMEYLKQNSQVLHNGQLIAADSQEVREEIAVALKKDSRREGRRLKRQAAKKNAMVCFHCRQPGHGIADCPAVLESQDMGTGICYRCGSTEHEMSKCRANVDPALGEFPFAKCFVCGEMGHLSRSCPDNTKGVYADGGSCKLCGSVEHFKKDCRENQNSDRIITVGRWAKGMSADYEDVLDVPKLQKPKTKVPKVVNF. Result: 1 (interaction). (7) The miRNA is mmu-miR-3104-3p with sequence ACGCUCUGCUUUGCUCCCCCAGA. The protein sequence of the target gene is MAADVSVTHRPPLSPEAEAEAETPETVDRRAPEQELPPLDPEEIRKRLEHTERQFRNRRKILIRGLPGDVTNQEVHDLLSDYELKYCFVDKYKGTAFVTLLNGEQAEAAINTFHQSRLRERELSVQLQPTDALLCVANLPPSLTQAQFEELVRPFGSLERCFLVYSERTGHSKGYGFAEYMKKDSAARAKSDLLGKPLGPRTLYVHWTDAGQLTPALLHSRCLCVDHLPPGFSDVDALRRALSVVYTPTFCQLACGQDGQLKGFAVLEYETAEMAEAAQERADGQALGDSHLRVSFCAPG.... Result: 0 (no interaction). (8) The miRNA is hsa-miR-8055 with sequence CUUUGAGCACAUGAGCAGACGGA. The protein sequence of the target gene is MKEPDAIKLFVGQIPRHLEEKDLKPIFEQFGRIFELTVIKDKYTGLHKGCAFLTYCARDSALKAQSALHEQKTLPGMNRPIQVKPADSESRGEDRKLFVGMLGKQQTDEDVRKMFEPFGTIDECTVLRGPDGTSKGCAFVKFQTHAEAQAAINTLHSSRTLPGASSSLVVKFADTEKERGLRRMQQVATQLGMFSPIALQFGAYSAYTQALMQQQAALVAAHSAYLSPMATMAAVQMQHMAAINANGLIATPITPSSGTSTPPAIAATPVSAIPAALGVNGYSPVPTQPTGQPAPDALYP.... Result: 0 (no interaction). (9) The miRNA is hsa-miR-106a-5p with sequence AAAAGUGCUUACAGUGCAGGUAG. The protein sequence of the target gene is MALALLEDWCRIMSVDEQKSLMVTGIPADFEEAEIQEVLQETLKSLGRYRLLGKIFRKQENANAVLLELLEDTDVSAIPSEVQGKGGVWKVIFKTPNQDTEFLERLNLFLEKEGQTVSGMFRALGQEGVSPATVPCISPELLAHLLGQAMAHAPQPLLPMRYRKLRVFSGSAVPAPEEESFEVWLEQATEIVKEWPVTEAEKKRWLAESLRGPALDLMHIVQADNPSISVEECLEAFKQVFGSLESRRTAQVRYLKTYQEEGEKVSAYVLRLETLLRRAVEKRAIPRRIADQVRLEQVMA.... Result: 0 (no interaction). (10) The miRNA is hsa-miR-128-3p with sequence UCACAGUGAACCGGUCUCUUU. The protein sequence of the target gene is MTCWLCVLSLPLLLLPAAPPPAGGCPARCECTVQTRAVACTRRRLTAVPDGIPAETRLLELSRNRIRCLNPGDLAALPALEELDLSENAIAHVEPGAFANLPRLRVLRLRGNQLKLIPPGVFTRLDNLTLLDLSENKLVILLDYTFQDLHSLRRLEVGDNDLVFVSRRAFAGLLALEELTLERCNLTALSGESLGHLRSLGALRLRHLAIASLEDQNFRRLPGLLHLEIDNWPLLEEVAAGSLRGLNLTSLSVTHTNITAVPAAALRHQAHLTCLNLSHNPISTVPRGSFRDLVRLRELH.... Result: 0 (no interaction).